This data is from Full USPTO retrosynthesis dataset with 1.9M reactions from patents (1976-2016). The task is: Predict the reactants needed to synthesize the given product. Given the product [C:2]1([C@H:14]2[C@H:18]([C:19]3[C:27]4[C:22](=[CH:23][CH:24]=[CH:25][CH:26]=4)[NH:21][CH:20]=3)[C:17](=[O:28])[NH:16][C:15]2=[O:29])[C:12]2=[C:13]3[C:8](=[CH:9][CH:10]=[CH:11]2)[CH2:7][CH2:6][CH2:5][N:4]3[CH:3]=1, predict the reactants needed to synthesize it. The reactants are: [Mg].[C:2]1([C:14]2[C:15](=[O:29])[NH:16][C:17](=[O:28])[C:18]=2[C:19]2[C:27]3[C:22](=[CH:23][CH:24]=[CH:25][CH:26]=3)[NH:21][CH:20]=2)[C:12]2=[C:13]3[C:8](=[CH:9][CH:10]=[CH:11]2)[CH2:7][CH2:6][CH2:5][N:4]3[CH:3]=1.C(OCC)(=O)C.